From a dataset of Forward reaction prediction with 1.9M reactions from USPTO patents (1976-2016). Predict the product of the given reaction. (1) The product is: [CH2:1]([NH:3][C:4]([NH:6][C:7]1[CH:8]=[C:9]([NH:10][C:15]2[N:20]=[C:19]([NH:10][C:9]3[CH:11]=[CH:12][CH:13]=[C:7]([NH:6][C:4]([NH:3][CH2:1][CH3:2])=[O:5])[CH:8]=3)[C:18]([F:22])=[CH:17][N:16]=2)[CH:11]=[CH:12][CH:13]=1)=[O:5])[CH3:2]. Given the reactants [CH2:1]([NH:3][C:4]([NH:6][C:7]1[CH:8]=[C:9]([CH:11]=[CH:12][CH:13]=1)[NH2:10])=[O:5])[CH3:2].Cl[C:15]1[N:20]=[C:19](Cl)[C:18]([F:22])=[CH:17][N:16]=1, predict the reaction product. (2) Given the reactants [C:1]([NH:5][C:6]([C:8]1[C:16]2[C:11](=[N:12][CH:13]=[C:14]([NH:17][C:18]3[CH:19]=[N:20][C:21]([S:24]([CH3:27])(=[O:26])=[O:25])=[CH:22][CH:23]=3)[N:15]=2)[N:10](COCC[Si](C)(C)C)[CH:9]=1)=[O:7])([CH3:4])([CH3:3])[CH3:2].FC(F)(F)C(O)=O, predict the reaction product. The product is: [C:1]([NH:5][C:6]([C:8]1[C:16]2[C:11](=[N:12][CH:13]=[C:14]([NH:17][C:18]3[CH:19]=[N:20][C:21]([S:24]([CH3:27])(=[O:25])=[O:26])=[CH:22][CH:23]=3)[N:15]=2)[NH:10][CH:9]=1)=[O:7])([CH3:4])([CH3:3])[CH3:2].